From a dataset of Full USPTO retrosynthesis dataset with 1.9M reactions from patents (1976-2016). Predict the reactants needed to synthesize the given product. (1) Given the product [O:31]=[C:27]1[CH2:28][CH2:29][CH2:30][N:26]1[CH2:25][CH2:24][CH2:23][NH:22][C:19]1[CH:20]=[CH:21][C:16]2[N:17]([C:13]([C:4]3[S:8][C:7]([C:9]([OH:11])=[O:10])=[CH:6][CH:5]=3)=[CH:14][N:15]=2)[N:18]=1, predict the reactants needed to synthesize it. The reactants are: B([C:4]1[S:8][C:7]([C:9]([OH:11])=[O:10])=[CH:6][CH:5]=1)(O)O.Br[C:13]1[N:17]2[N:18]=[C:19]([NH:22][CH2:23][CH2:24][CH2:25][N:26]3[CH2:30][CH2:29][CH2:28][C:27]3=[O:31])[CH:20]=[CH:21][C:16]2=[N:15][CH:14]=1. (2) Given the product [N:12]1[CH:17]=[CH:16][CH:15]=[C:14]([CH2:18][N:19]2[CH:8]3[CH2:9][CH2:10][C:5]2([C:23]#[N:24])[CH2:6][CH2:7]3)[CH:13]=1, predict the reactants needed to synthesize it. The reactants are: CS([CH:5]1[CH2:10][CH2:9][C:8](=O)[CH2:7][CH2:6]1)(=O)=O.[N:12]1[CH:17]=[CH:16][CH:15]=[C:14]([CH2:18][NH2:19])[CH:13]=1.CC(O)([C:23]#[N:24])C.C(N(CC)CC)C. (3) Given the product [CH3:16][O:15][C:13]([C:12]1[C:11](=[O:17])[C:10]([CH2:19][C:20]2[CH:25]=[CH:24][C:23]([F:26])=[C:22]([Cl:27])[CH:21]=2)([CH3:18])[N:6]2[C:5]([C:3]=1[OH:2])=[CH:9][CH:8]=[CH:7]2)=[O:14], predict the reactants needed to synthesize it. The reactants are: C[O:2][C:3]([C:5]1[N:6]([C:10]([CH2:19][C:20]2[CH:25]=[CH:24][C:23]([F:26])=[C:22]([Cl:27])[CH:21]=2)([CH3:18])[C:11](=[O:17])[CH2:12][C:13]([O:15][CH3:16])=[O:14])[CH:7]=[CH:8][CH:9]=1)=O.C[O-].[Na+].